Dataset: Catalyst prediction with 721,799 reactions and 888 catalyst types from USPTO. Task: Predict which catalyst facilitates the given reaction. Reactant: [CH2:1]([OH:23])[CH2:2]CCCCCCCCCCCCCCCCCCCC.C(N=C=O)CCCCC[N:30]=[C:31]=[O:32].C1C=C(CN=C=O)C=C(CN=C=O)C=1.[C:50]([O-:63])(=[O:62])[CH2:51][CH2:52]CCCCCCCCC.C([Sn+2]CCCC)CCC.[C:50]([O-:63])(=[O:62])[CH2:51][CH2:52]CCCCCCCCC.COC1C=CC(O)=CC=1. Product: [C:50]([OH:63])(=[O:62])[CH:51]=[CH2:52].[NH2:30][C:31]([O:23][CH2:1][CH3:2])=[O:32]. The catalyst class is: 11.